This data is from Peptide-MHC class II binding affinity with 134,281 pairs from IEDB. The task is: Regression. Given a peptide amino acid sequence and an MHC pseudo amino acid sequence, predict their binding affinity value. This is MHC class II binding data. (1) The peptide sequence is RFTISRDNSKNTLYL. The MHC is DRB1_0301 with pseudo-sequence DRB1_0301. The binding affinity (normalized) is 0.451. (2) The peptide sequence is GELQIVDKIDMAFKI. The MHC is DRB1_0701 with pseudo-sequence DRB1_0701. The binding affinity (normalized) is 0.418. (3) The peptide sequence is LVSLVTFMIAATYNFAVLKL. The MHC is H-2-IAd with pseudo-sequence H-2-IAd. The binding affinity (normalized) is 0. (4) The peptide sequence is GKLFTQTMKGVERLA. The MHC is DRB4_0101 with pseudo-sequence DRB4_0103. The binding affinity (normalized) is 0.557. (5) The peptide sequence is SGKLFMHVTLGSDVE. The MHC is DRB1_0101 with pseudo-sequence DRB1_0101. The binding affinity (normalized) is 0.382. (6) The peptide sequence is EFKYFAATQFEPLAA. The MHC is HLA-DPA10301-DPB10402 with pseudo-sequence HLA-DPA10301-DPB10402. The binding affinity (normalized) is 0.904. (7) The peptide sequence is VAVGLRVVCAKY. The binding affinity (normalized) is 0.275. The MHC is DRB1_1302 with pseudo-sequence DRB1_1302. (8) The peptide sequence is APGAAAAPLSWSKDI. The MHC is DRB3_0101 with pseudo-sequence DRB3_0101. The binding affinity (normalized) is 0.444.